Dataset: Forward reaction prediction with 1.9M reactions from USPTO patents (1976-2016). Task: Predict the product of the given reaction. (1) Given the reactants [Cl-].[Ce+3].[Cl-].[Cl-].[BH4-:5].[Na+].[CH3:7][C:8]1[CH:13]=[CH:12][C:11]([PH:14](=O)[C:15]2[CH:20]=[CH:19][C:18]([CH3:21])=[CH:17][CH:16]=2)=[CH:10][CH:9]=1.[H-].[Al+3].[Li+].[H-].[H-].[H-].Cl, predict the reaction product. The product is: [CH3:7][C:8]1[CH:9]=[CH:10][C:11]([PH:14][C:15]2[CH:20]=[CH:19][C:18]([CH3:21])=[CH:17][CH:16]=2)=[CH:12][CH:13]=1.[BH3:5]. (2) Given the reactants [H-].[Al+3].[Li+].[H-].[H-].[H-].[CH3:7][O:8][C:9]1[CH:10]=[C:11]([CH:34]=[CH:35][C:36]=1[N:37]1[CH:41]=[C:40]([CH3:42])[N:39]=[CH:38]1)/[CH:12]=[C:13]1/[C:14](=[O:33])[N:15]2[C@@H:20]([CH2:21][CH2:22]/1)[CH2:19][CH2:18][CH2:17][C@H:16]2[C:23]1[CH:32]=[CH:31][C:26]([C:27](OC)=[O:28])=[CH:25][CH:24]=1.[Cl-].[NH4+].C(OCC)(=O)C, predict the reaction product. The product is: [OH:28][CH2:27][C:26]1[CH:31]=[CH:32][C:23]([C@@H:16]2[CH2:17][CH2:18][CH2:19][C@H:20]3[N:15]2[C:14](=[O:33])/[C:13](=[CH:12]/[C:11]2[CH:34]=[CH:35][C:36]([N:37]4[CH:41]=[C:40]([CH3:42])[N:39]=[CH:38]4)=[C:9]([O:8][CH3:7])[CH:10]=2)/[CH2:22][CH2:21]3)=[CH:24][CH:25]=1. (3) Given the reactants [NH:1]1[CH2:7][CH2:6][CH2:5][C:4](=[O:8])[CH2:3][CH2:2]1.[CH:9](=O)[C:10]1[CH:15]=[CH:14][CH:13]=[CH:12][CH:11]=1.[BH-](OC(C)=O)(OC(C)=O)OC(C)=O.[Na+], predict the reaction product. The product is: [CH2:9]([N:1]1[CH2:7][CH2:6][CH2:5][C:4](=[O:8])[CH2:3][CH2:2]1)[C:10]1[CH:15]=[CH:14][CH:13]=[CH:12][CH:11]=1. (4) The product is: [F:7][C:8]1[CH:9]=[C:10]([CH2:11][OH:12])[CH:14]=[C:15]([C:17]2[CH:22]=[CH:21][C:20]([O:23][CH3:24])=[CH:19][N:18]=2)[CH:16]=1. Given the reactants [H-].[Al+3].[Li+].[H-].[H-].[H-].[F:7][C:8]1[CH:9]=[C:10]([CH:14]=[C:15]([C:17]2[CH:22]=[CH:21][C:20]([O:23][CH3:24])=[CH:19][N:18]=2)[CH:16]=1)[C:11](O)=[O:12].C1COCC1, predict the reaction product. (5) Given the reactants [Cl:1][C:2]1[CH:3]=[CH:4][C:5]2[N:6]([CH:8]=[CH:9][N:10]=2)[N:7]=1.Cl.C1C(=O)N([Br:19])C(=O)C1, predict the reaction product. The product is: [Br:19][C:8]1[N:6]2[N:7]=[C:2]([Cl:1])[CH:3]=[CH:4][C:5]2=[N:10][CH:9]=1. (6) Given the reactants Br[C:2]1[N:3]=[C:4]2[C:10]([CH:11]=[O:12])=[CH:9][N:8](COCC[Si](C)(C)C)[C:5]2=[N:6][CH:7]=1.C(N1C=C(B2OC(C)(C)C(C)(C)O2)C=N1)C.C([O-])([O-])=O.[K+].[K+], predict the reaction product. The product is: [N:3]1[CH:2]=[CH:7][N:6]=[C:5]2[NH:8][CH:9]=[C:10]([CH:11]=[O:12])[C:4]=12. (7) Given the reactants N1C2C(=CC=CC=2)C=CC=1.[NH2:11][C:12]1[N:13]=[C:14]([C:24]2[CH:29]=[CH:28][C:27]([CH3:30])=[CH:26][C:25]=2[CH3:31])[C:15]2[CH:20]=[C:19](C(O)=O)[S:18][C:16]=2[N:17]=1.Cl, predict the reaction product. The product is: [CH3:31][C:25]1[CH:26]=[C:27]([CH3:30])[CH:28]=[CH:29][C:24]=1[C:14]1[C:15]2[CH:20]=[CH:19][S:18][C:16]=2[N:17]=[C:12]([NH2:11])[N:13]=1. (8) Given the reactants [CH2:1]([N:3]1[C:11]2[CH:10]=[C:9]3[N:12]([CH2:41][O:42][CH2:43][CH2:44][Si:45]([CH3:48])([CH3:47])[CH3:46])[C:13]([C:15]4[C:23]5[C:18](=[CH:19][C:20](B6OC(C)(C)C(C)(C)O6)=[CH:21][CH:22]=5)[N:17]([CH2:33][O:34][CH2:35][CH2:36][Si:37]([CH3:40])([CH3:39])[CH3:38])[N:16]=4)=[N:14][C:8]3=[CH:7][C:6]=2[C:5]([CH3:50])(C)[C:4]1=O)[CH3:2].Br[C:53]1[CH:58]=[CH:57][CH:56]=[CH:55][CH:54]=1.[C:59](=[O:62])(O)[O-].[Na+].O, predict the reaction product. The product is: [CH2:1]([N:3]1[C:11]2[CH:10]=[C:9]3[N:12]([CH2:41][O:42][CH2:43][CH2:44][Si:45]([CH3:47])([CH3:48])[CH3:46])[C:13]([C:15]4[C:23]5[C:18](=[CH:19][C:20]([C:53]6[CH:58]=[CH:57][CH:56]=[CH:55][CH:54]=6)=[CH:21][CH:22]=5)[N:17]([CH2:33][O:34][CH2:35][CH2:36][Si:37]([CH3:38])([CH3:40])[CH3:39])[N:16]=4)=[N:14][C:8]3=[CH:7][C:6]=2[C:5]([CH3:4])([CH3:50])[C:59]1=[O:62])[CH3:2]. (9) Given the reactants [Cl:1][C:2]1[C:11]([CH:12]=O)=[CH:10][C:9]2[C:4](=[C:5]([CH3:14])[CH:6]=[CH:7][CH:8]=2)[N:3]=1.[CH3:15][C:16]([S@:19]([NH2:21])=[O:20])([CH3:18])[CH3:17].O, predict the reaction product. The product is: [Cl:1][C:2]1[C:11](/[CH:12]=[N:21]/[S@@:19]([C:16]([CH3:18])([CH3:17])[CH3:15])=[O:20])=[CH:10][C:9]2[C:4](=[C:5]([CH3:14])[CH:6]=[CH:7][CH:8]=2)[N:3]=1. (10) Given the reactants [Cl:1][C:2]1[CH:3]=[CH:4][C:5]([O:36][CH:37]([F:39])[F:38])=[C:6]([C:8]2[C:12]([NH:13][C:14]([C:16]3[CH:17]=[N:18][N:19]4[CH:24]=[CH:23][CH:22]=[N:21][C:20]=34)=[O:15])=[CH:11][N:10]([CH2:25][C:26]([N:28]3[CH2:33][CH2:32][N:31]([CH3:34])[CH2:30][CH:29]3C)=[O:27])[N:9]=2)[CH:7]=1.[CH3:40]C1NCCN(C(OC(C)(C)C)=O)C1, predict the reaction product. The product is: [Cl:1][C:2]1[CH:3]=[CH:4][C:5]([O:36][CH:37]([F:38])[F:39])=[C:6]([C:8]2[C:12]([NH:13][C:14]([C:16]3[CH:17]=[N:18][N:19]4[CH:24]=[CH:23][CH:22]=[N:21][C:20]=34)=[O:15])=[CH:11][N:10]([CH2:25][C:26]([N:28]3[CH2:29][CH2:30][N:31]([CH3:34])[CH:32]([CH3:40])[CH2:33]3)=[O:27])[N:9]=2)[CH:7]=1.